This data is from Peptide-MHC class I binding affinity with 185,985 pairs from IEDB/IMGT. The task is: Regression. Given a peptide amino acid sequence and an MHC pseudo amino acid sequence, predict their binding affinity value. This is MHC class I binding data. The peptide sequence is REVGDTSSDL. The MHC is HLA-B44:03 with pseudo-sequence HLA-B44:03. The binding affinity (normalized) is 0.0646.